From a dataset of Full USPTO retrosynthesis dataset with 1.9M reactions from patents (1976-2016). Predict the reactants needed to synthesize the given product. (1) Given the product [CH:23]1([C:19]2[CH:20]=[C:21]([CH3:22])[C:16]([N:13]3[CH2:14][CH2:15][N:10]([C:8]([C:5]4[N:6]=[N:7][C:2]([N:29]5[C@H:28]([CH2:26][CH3:27])[CH2:32][O:31][C:30]5=[O:33])=[CH:3][CH:4]=4)=[O:9])[CH2:11][CH2:12]3)=[N:17][CH:18]=2)[CH2:25][CH2:24]1, predict the reactants needed to synthesize it. The reactants are: Cl[C:2]1[N:7]=[N:6][C:5]([C:8]([N:10]2[CH2:15][CH2:14][N:13]([C:16]3[C:21]([CH3:22])=[CH:20][C:19]([CH:23]4[CH2:25][CH2:24]4)=[CH:18][N:17]=3)[CH2:12][CH2:11]2)=[O:9])=[CH:4][CH:3]=1.[CH2:26]([C@@H:28]1[CH2:32][O:31][C:30](=[O:33])[NH:29]1)[CH3:27]. (2) Given the product [C:1]([O:5][C:6]([N:8]1[CH:13]([CH:14]([OH:24])[CH:15]([NH:23][C:36](=[O:38])[CH3:37])[CH2:16][C:17]2[CH:18]=[CH:19][CH:20]=[CH:21][CH:22]=2)[CH:12]2[CH:25]([CH2:26][O:27][CH3:28])[CH:9]1[CH2:10][CH2:11]2)=[O:7])([CH3:2])([CH3:4])[CH3:3], predict the reactants needed to synthesize it. The reactants are: [C:1]([O:5][C:6]([N:8]1[CH:13]([CH:14]([OH:24])[CH:15]([NH2:23])[CH2:16][C:17]2[CH:22]=[CH:21][CH:20]=[CH:19][CH:18]=2)[CH:12]2[CH:25]([CH2:26][O:27][CH3:28])[CH:9]1[CH2:10][CH2:11]2)=[O:7])([CH3:4])([CH3:3])[CH3:2].C(N(CC)CC)C.[C:36](OC(=O)C)(=[O:38])[CH3:37].ClCCl. (3) Given the product [CH:20]1([CH2:19][O:15][C:14]2[C:13]3[C:8](=[CH:9][CH:10]=[C:11]([F:16])[CH:12]=3)[NH:7][C:6](=[O:17])[C:5]=2[CH2:3][CH3:4])[CH2:23][CH2:22][CH2:21]1, predict the reactants needed to synthesize it. The reactants are: [H-].[Na+].[CH2:3]([C:5]1[C:6](=[O:17])[NH:7][C:8]2[C:13]([C:14]=1[OH:15])=[CH:12][C:11]([F:16])=[CH:10][CH:9]=2)[CH3:4].Br[CH2:19][CH:20]1[CH2:23][CH2:22][CH2:21]1. (4) Given the product [Cl:37][C:38]1[CH:43]=[CH:42][C:41]([C:44]([C:46]2[CH:51]=[CH:50][C:49]([Cl:52])=[CH:48][CH:47]=2)([C:2]2[CH:3]=[C:4]3[C:9](=[CH:10][CH:11]=2)[N:8]=[N:7][CH:6]=[C:5]3[NH:12][CH2:13][C:14]2[CH:19]=[CH:18][C:17]([O:20][CH3:21])=[CH:16][CH:15]=2)[OH:45])=[CH:40][CH:39]=1, predict the reactants needed to synthesize it. The reactants are: Br[C:2]1[CH:3]=[C:4]2[C:9](=[CH:10][CH:11]=1)[N:8]=[N:7][CH:6]=[C:5]2[NH:12][CH2:13][C:14]1[CH:19]=[CH:18][C:17]([O:20][CH3:21])=[CH:16][CH:15]=1.[Li+].C[Si]([N-][Si](C)(C)C)(C)C.[Li]CCCC.[Cl:37][C:38]1[CH:43]=[CH:42][C:41]([C:44]([C:46]2[CH:51]=[CH:50][C:49]([Cl:52])=[CH:48][CH:47]=2)=[O:45])=[CH:40][CH:39]=1. (5) The reactants are: [Cl:1][C:2]1[C:3]2[NH:10][CH:9]=[CH:8][C:4]=2[N:5]=[CH:6][N:7]=1.C(=O)([O-])[O-].[Cs+].[Cs+].Br[CH2:18][CH2:19][CH2:20][C:21]([F:24])([F:23])[F:22]. Given the product [Cl:1][C:2]1[C:3]2[N:10]([CH2:18][CH2:19][CH2:20][C:21]([F:24])([F:23])[F:22])[CH:9]=[CH:8][C:4]=2[N:5]=[CH:6][N:7]=1, predict the reactants needed to synthesize it. (6) Given the product [CH:16]1([CH2:22][N:23]2[C:27]3[CH:28]=[CH:29][C:30]([C:32]([N:3]4[CH2:4][CH2:5][CH2:6][O:2]4)=[O:33])=[CH:31][C:26]=3[N:25]=[C:24]2[C:35]([CH3:38])([CH3:39])[CH2:36][CH3:37])[CH2:17][CH2:18][CH2:19][CH2:20][CH2:21]1, predict the reactants needed to synthesize it. The reactants are: Cl.[O:2]1[CH2:6][CH2:5][CH2:4][NH:3]1.C(N(C(C)C)CC)(C)C.[CH:16]1([CH2:22][N:23]2[C:27]3[CH:28]=[CH:29][C:30]([C:32](O)=[O:33])=[CH:31][C:26]=3[N:25]=[C:24]2[C:35]([CH3:39])([CH3:38])[CH2:36][CH3:37])[CH2:21][CH2:20][CH2:19][CH2:18][CH2:17]1.CN(C(ON1N=NC2C=CC=NC1=2)=[N+](C)C)C.F[P-](F)(F)(F)(F)F.